This data is from Reaction yield outcomes from USPTO patents with 853,638 reactions. The task is: Predict the reaction yield, written as a fraction of the theoretical maximum amount of product (1.0 means a 100% yield; for example, 0.34 means a 34% yield). The reactants are [F:1][C:2]1[CH:10]=[C:9]2[C:5]([C:6]([N:11]=[C:12]=S)=[N:7][NH:8]2)=[CH:4][CH:3]=1.C(N(CC)CC)C.Cl.Cl.[NH2:23][CH2:24][C@@:25]1([OH:33])[CH:30]2[CH2:31][CH2:32][N:27]([CH2:28][CH2:29]2)[CH2:26]1.C(N=C=NC(C)C)(C)C. The catalyst is CN(C=O)C. The product is [F:1][C:2]1[CH:10]=[C:9]2[C:5]([C:6]([NH:11][C:12]3[O:33][C@:25]4([CH2:24][N:23]=3)[CH:30]3[CH2:31][CH2:32][N:27]([CH2:28][CH2:29]3)[CH2:26]4)=[N:7][NH:8]2)=[CH:4][CH:3]=1. The yield is 0.640.